From a dataset of Forward reaction prediction with 1.9M reactions from USPTO patents (1976-2016). Predict the product of the given reaction. (1) Given the reactants Br[CH2:2][C:3](Br)=[O:4].Cl.[NH2:7][CH:8]1[CH2:16][C:15]2[C:10](=[CH:11][CH:12]=[CH:13][CH:14]=2)[CH2:9]1.[CH3:17][O:18][C:19]1[CH:20]=[C:21]([CH:38]=[CH:39][C:40]=1[O:41][CH3:42])[CH2:22][CH:23]1[C:29]2[CH:30]=[C:31]([O:36][CH3:37])[C:32]([O:34][CH3:35])=[CH:33][C:28]=2[O:27][CH2:26][CH2:25][NH:24]1, predict the reaction product. The product is: [CH3:17][O:18][C:19]1[CH:20]=[C:21]([CH:38]=[CH:39][C:40]=1[O:41][CH3:42])[CH2:22][CH:23]1[C:29]2[CH:30]=[C:31]([O:36][CH3:37])[C:32]([O:34][CH3:35])=[CH:33][C:28]=2[O:27][CH2:26][CH2:25][N:24]1[CH2:2][C:3]([NH:7][CH:8]1[CH2:16][C:15]2[C:10](=[CH:11][CH:12]=[CH:13][CH:14]=2)[CH2:9]1)=[O:4]. (2) Given the reactants [CH3:1][C:2]1[CH:11]=[N:10][C:9]2[C:4](=[CH:5][CH:6]=[CH:7][CH:8]=2)[N:3]=1.[Br:12]N1C(=O)CCC1=O.C1(C(OOC(=O)C2C=CC=CC=2)=O)C=CC=CC=1, predict the reaction product. The product is: [Br:12][CH2:1][C:2]1[CH:11]=[N:10][C:9]2[C:4](=[CH:5][CH:6]=[CH:7][CH:8]=2)[N:3]=1. (3) Given the reactants [CH:1]1([C:4]2[N:5]=[CH:6][C:7]([C:15]([OH:17])=O)=[N:8][C:9]=2[O:10][CH2:11][CH:12]2[CH2:14][CH2:13]2)[CH2:3][CH2:2]1.[NH2:18][C:19]1([CH2:23][C:24]([NH2:26])=[O:25])[CH2:22][O:21][CH2:20]1, predict the reaction product. The product is: [C:24]([CH2:23][C:19]1([NH:18][C:15]([C:7]2[CH:6]=[N:5][C:4]([CH:1]3[CH2:2][CH2:3]3)=[C:9]([O:10][CH2:11][CH:12]3[CH2:13][CH2:14]3)[N:8]=2)=[O:17])[CH2:22][O:21][CH2:20]1)(=[O:25])[NH2:26]. (4) Given the reactants C(Cl)CCl.C1C=CC2N(O)N=NC=2C=1.[S:15]([C:19]1[CH:20]=[C:21]([CH:25]=[CH:26][CH:27]=1)[C:22]([OH:24])=O)(=[O:18])(=[O:17])[NH2:16].[NH2:28][CH:29]1[CH2:34][CH2:33][O:32][CH2:31][CH2:30]1.[Cl:35][C:36]1[C:57]([CH3:58])=[CH:56][C:39]([O:40][CH2:41][CH2:42][CH2:43][C:44]2[C:52]3[C:47](=[CH:48][CH:49]=[CH:50][CH:51]=3)[NH:46][C:45]=2[C:53](O)=[O:54])=[CH:38][C:37]=1[CH3:59], predict the reaction product. The product is: [Cl:35][C:36]1[C:37]([CH3:59])=[CH:38][C:39]([O:40][CH2:41][CH2:42][CH2:43][C:44]2[C:52]3[C:47](=[CH:48][CH:49]=[CH:50][CH:51]=3)[NH:46][C:45]=2[C:53]([NH:16][S:15]([C:19]2[CH:27]=[CH:26][CH:25]=[C:21]([C:22](=[O:24])[NH:28][CH:29]3[CH2:34][CH2:33][O:32][CH2:31][CH2:30]3)[CH:20]=2)(=[O:17])=[O:18])=[O:54])=[CH:56][C:57]=1[CH3:58]. (5) Given the reactants [CH2:1]([O:3][C:4]1[CH:5]=[C:6]([C:13]([O:21]C)(OC)[CH2:14][CH2:15][C:16]([O-:18])=O)[CH:7]=[CH:8][C:9]=1[O:10][CH2:11][CH3:12])[CH3:2].[K+].[C:24]1([C:30]2[CH:35]=[C:34]([NH2:36])[CH:33]=[C:32]([C:37]3[CH:42]=[CH:41][CH:40]=[CH:39][CH:38]=3)[CH:31]=2)[CH:29]=[CH:28][CH:27]=[CH:26][CH:25]=1.Cl.C(N=C=NCCCN(C)C)C.C1C=CC2N(O)N=NC=2C=1, predict the reaction product. The product is: [CH2:1]([O:3][C:4]1[CH:5]=[C:6]([C:13](=[O:21])[CH2:14][CH2:15][C:16]([NH:36][C:34]2[CH:35]=[C:30]([C:24]3[CH:25]=[CH:26][CH:27]=[CH:28][CH:29]=3)[CH:31]=[C:32]([C:37]3[CH:42]=[CH:41][CH:40]=[CH:39][CH:38]=3)[CH:33]=2)=[O:18])[CH:7]=[CH:8][C:9]=1[O:10][CH2:11][CH3:12])[CH3:2]. (6) Given the reactants CS([C:4]1[N:9]=[CH:8][C:7]2=[CH:10][CH:11]=[C:12]([C:13]3[CH:18]=[CH:17][C:16]([S:19]([CH3:22])(=[O:21])=[O:20])=[CH:15][CH:14]=3)[N:6]2[N:5]=1)=O.[F:23][C:24]([F:36])([F:35])[C:25]1[NH:26][C:27]2[CH:33]=[C:32]([NH2:34])[CH:31]=[CH:30][C:28]=2[N:29]=1, predict the reaction product. The product is: [CH3:22][S:19]([C:16]1[CH:17]=[CH:18][C:13]([C:12]2[N:6]3[C:7]([CH:8]=[N:9][C:4]([NH:34][C:32]4[CH:31]=[CH:30][C:28]5[N:29]=[C:25]([C:24]([F:36])([F:35])[F:23])[NH:26][C:27]=5[CH:33]=4)=[N:5]3)=[CH:10][CH:11]=2)=[CH:14][CH:15]=1)(=[O:21])=[O:20].